This data is from Full USPTO retrosynthesis dataset with 1.9M reactions from patents (1976-2016). The task is: Predict the reactants needed to synthesize the given product. (1) The reactants are: [C:1]([C:7]1[C:15]2[C:10](=[N:11][CH:12]=[C:13]([NH:16][C:17]3[CH:24]=[CH:23][C:20]([CH:21]=O)=[CH:19][N:18]=3)[N:14]=2)[N:9]([CH2:25][O:26][CH2:27][CH2:28][Si:29]([CH3:32])([CH3:31])[CH3:30])[CH:8]=1)(=[O:6])[C:2]([CH3:5])([CH3:4])[CH3:3].[C:33]([CH2:35][C:36]([N:38]([CH3:40])[CH3:39])=[O:37])#[N:34].C(O)(=O)C.N1CCCCC1. Given the product [C:33]([C:35](=[CH:21][C:20]1[CH:19]=[N:18][C:17]([NH:16][C:13]2[N:14]=[C:15]3[C:7]([C:1](=[O:6])[C:2]([CH3:5])([CH3:3])[CH3:4])=[CH:8][N:9]([CH2:25][O:26][CH2:27][CH2:28][Si:29]([CH3:32])([CH3:31])[CH3:30])[C:10]3=[N:11][CH:12]=2)=[CH:24][CH:23]=1)[C:36]([N:38]([CH3:40])[CH3:39])=[O:37])#[N:34], predict the reactants needed to synthesize it. (2) Given the product [CH3:36][S:37]([OH:40])(=[O:39])=[O:38].[CH3:13][O:12][C:5]1[CH:6]=[C:7]([CH2:9][O:10][CH3:11])[CH:8]=[C:3]([O:2][CH3:1])[C:4]=1[C:14]1[N:15]2[N:21]=[C:20]([O:22][CH3:23])[C:19]([N:24]([CH2:31][CH2:32][CH2:33][CH2:34][CH3:35])[CH:25]3[CH2:30][CH2:29][O:28][CH2:27][CH2:26]3)=[C:16]2[S:17][CH:18]=1, predict the reactants needed to synthesize it. The reactants are: [CH3:1][O:2][C:3]1[CH:8]=[C:7]([CH2:9][O:10][CH3:11])[CH:6]=[C:5]([O:12][CH3:13])[C:4]=1[C:14]1[N:15]2[N:21]=[C:20]([O:22][CH3:23])[C:19]([N:24]([CH2:31][CH2:32][CH2:33][CH2:34][CH3:35])[CH:25]3[CH2:30][CH2:29][O:28][CH2:27][CH2:26]3)=[C:16]2[S:17][CH:18]=1.[CH3:36][S:37]([OH:40])(=[O:39])=[O:38]. (3) Given the product [F:1][C:2]1[CH:3]=[CH:4][C:5]([O:20][CH3:21])=[C:6]([C:8]([CH3:19])([CH3:18])[CH2:9][C:10]([OH:13])([C:14]([F:17])([F:16])[F:15])[CH:11]=[O:12])[CH:7]=1, predict the reactants needed to synthesize it. The reactants are: [F:1][C:2]1[CH:3]=[CH:4][C:5]([O:20][CH3:21])=[C:6]([C:8]([CH3:19])([CH3:18])[CH2:9][C:10]([C:14]([F:17])([F:16])[F:15])([OH:13])[CH2:11][OH:12])[CH:7]=1.C(N(CC)CC)C.[NH4+].[Cl-]. (4) Given the product [C:19]1([C:22]2[CH:30]=[CH:31][CH:26]=[CH:27][CH:28]=2)[CH:18]=[CH:17][C:16]([C:7]2[CH:8]=[C:9]([C:12]([OH:14])=[O:13])[C:10](=[O:11])[NH:5][N:6]=2)=[CH:21][CH:20]=1, predict the reactants needed to synthesize it. The reactants are: C([N:5]1[C:10](=[O:11])[C:9]([C:12]([O:14]C)=[O:13])=[CH:8][C:7]([C:16]2[CH:21]=[CH:20][C:19]([C:22](F)(F)F)=[CH:18][CH:17]=2)=[N:6]1)C(C)C.[C:26]1([C:26]2[CH:31]=[CH:30]C=[CH:28][CH:27]=2)[CH:31]=[CH:30]C(C(=O)CC(C(OCC)=O)(O)C(OCC)=O)=[CH:28][CH:27]=1. (5) Given the product [F:10][C:5]1[C:6]([O:8][CH3:9])=[N:7][C:2]([NH:15][C:14]2[CH:16]=[C:17]([B:19]3[O:23][C:22]([CH3:24])([CH3:25])[C:21]([CH3:27])([CH3:26])[O:20]3)[CH:18]=[C:12]([CH3:11])[CH:13]=2)=[N:3][CH:4]=1, predict the reactants needed to synthesize it. The reactants are: Cl[C:2]1[N:7]=[C:6]([O:8][CH3:9])[C:5]([F:10])=[CH:4][N:3]=1.[CH3:11][C:12]1[CH:13]=[C:14]([CH:16]=[C:17]([B:19]2[O:23][C:22]([CH3:25])([CH3:24])[C:21]([CH3:27])([CH3:26])[O:20]2)[CH:18]=1)[NH2:15].CS(O)(=O)=O. (6) Given the product [CH3:30][O:31][CH2:32][CH2:33][NH:34][C:25](=[O:26])[CH2:24][C@H:23]([OH:28])[CH2:22][C@H:21]([OH:27])[CH2:20][CH2:19][C@@H:14]1[C@@H:13]2[C:12](=[CH:11][C@H:10]([CH3:29])[CH2:9][C@@H:8]2[O:7][C:5](=[O:6])[C@@H:3]([CH3:4])[CH2:2][CH3:1])[CH:17]=[CH:16][C@@H:15]1[CH3:18], predict the reactants needed to synthesize it. The reactants are: [CH3:1][CH2:2][C@@H:3]([C:5]([O:7][C@@H:8]1[C@@H:13]2[C@@H:14]([CH2:19][CH2:20][C@H:21]3[O:27][C:25](=[O:26])[CH2:24][C@H:23]([OH:28])[CH2:22]3)[C@@H:15]([CH3:18])[CH:16]=[CH:17][C:12]2=[CH:11][C@H:10]([CH3:29])[CH2:9]1)=[O:6])[CH3:4].[CH3:30][O:31][CH2:32][CH2:33][NH2:34]. (7) The reactants are: [C:1]1([C:20]2[CH:25]=[CH:24][CH:23]=[CH:22][CH:21]=2)[CH:6]=[CH:5][C:4]([N:7]2[C:19]3[CH:18]=[CH:17][CH:16]=[CH:15][C:14]=3[C:13]3[C:8]2=[CH:9][CH:10]=[CH:11][CH:12]=3)=[CH:3][CH:2]=1.[I:26]N1C(=O)CCC1=O.CC(C)=O.CCCCCC. Given the product [I:26][C:16]1[CH:17]=[CH:18][C:19]2[N:7]([C:4]3[CH:5]=[CH:6][C:1]([C:20]4[CH:21]=[CH:22][CH:23]=[CH:24][CH:25]=4)=[CH:2][CH:3]=3)[C:8]3[C:13]([C:14]=2[CH:15]=1)=[CH:12][CH:11]=[CH:10][CH:9]=3, predict the reactants needed to synthesize it. (8) The reactants are: [Cl:1][C:2]1[C:7]([C:8]2[CH:13]=[CH:12][CH:11]=[C:10](C=O)[CH:9]=2)=[CH:6][C:5]([CH2:16][NH:17][C:18]([C:20]2[CH:25]=[C:24]([CH3:26])[CH:23]=[C:22]([C:27]([NH:29][CH2:30][C:31]3[C:32]([NH:44][CH:45]4[CH2:50][CH2:49][O:48][CH2:47][CH2:46]4)=[C:33]4[CH:41]=[N:40][N:39]([CH2:42][CH3:43])[C:34]4=[N:35][C:36]=3[CH2:37][CH3:38])=[O:28])[CH:21]=2)=[O:19])=[CH:4][CH:3]=1.[N:51]1([C:57](OC(C)(C)C)=O)[CH2:56][CH2:55][NH:54][CH2:53][CH2:52]1.C(O)(=O)C.C(O[BH-](OC(=O)C)OC(=O)C)(=O)C. Given the product [Cl:1][C:2]1[C:7]([C:8]2[CH:13]=[CH:12][CH:11]=[C:10]([CH2:57][N:51]3[CH2:52][CH2:53][NH:54][CH2:55][CH2:56]3)[CH:9]=2)=[CH:6][C:5]([CH2:16][NH:17][C:18]([C:20]2[CH:25]=[C:24]([CH3:26])[CH:23]=[C:22]([C:27]([NH:29][CH2:30][C:31]3[C:32]([NH:44][CH:45]4[CH2:50][CH2:49][O:48][CH2:47][CH2:46]4)=[C:33]4[CH:41]=[N:40][N:39]([CH2:42][CH3:43])[C:34]4=[N:35][C:36]=3[CH2:37][CH3:38])=[O:28])[CH:21]=2)=[O:19])=[CH:4][CH:3]=1, predict the reactants needed to synthesize it. (9) Given the product [Br:1][C:2]1[N:3]=[CH:4][C:5]([C:6]([N:22]2[CH2:23][CH2:24][N:19]([C:13]3[CH:14]=[CH:15][C:16]([CH3:18])=[CH:17][C:12]=3[CH3:11])[CH2:20][CH2:21]2)=[O:8])=[CH:9][CH:10]=1, predict the reactants needed to synthesize it. The reactants are: [Br:1][C:2]1[CH:10]=[CH:9][C:5]([C:6]([OH:8])=O)=[CH:4][N:3]=1.[CH3:11][C:12]1[CH:17]=[C:16]([CH3:18])[CH:15]=[CH:14][C:13]=1[N:19]1[CH2:24][CH2:23][NH:22][CH2:21][CH2:20]1.